Dataset: Catalyst prediction with 721,799 reactions and 888 catalyst types from USPTO. Task: Predict which catalyst facilitates the given reaction. Reactant: [OH:1][C:2]1[CH:10]=[CH:9][C:8]([C:11]2[N:12]([C:37]([O:39][C:40]([CH3:43])([CH3:42])[CH3:41])=[O:38])[C:13]3[C:18]([CH:19]=2)=[CH:17][C:16]([CH2:20][N:21]2[CH2:26][CH2:25][N:24]([CH2:27][CH2:28][O:29][Si:30]([C:33]([CH3:36])([CH3:35])[CH3:34])([CH3:32])[CH3:31])[CH2:23][CH2:22]2)=[CH:15][CH:14]=3)=[C:7]2[C:3]=1[CH2:4][NH:5][C:6]2=[O:44].C(N(CC)CC)C.[F:52][C:53]([F:59])([F:58])[S:54](Cl)(=[O:56])=[O:55]. Product: [F:52][C:53]([F:59])([F:58])[S:54]([O:1][C:2]1[CH:10]=[CH:9][C:8]([C:11]2[N:12]([C:37]([O:39][C:40]([CH3:43])([CH3:42])[CH3:41])=[O:38])[C:13]3[C:18]([CH:19]=2)=[CH:17][C:16]([CH2:20][N:21]2[CH2:22][CH2:23][N:24]([CH2:27][CH2:28][O:29][Si:30]([C:33]([CH3:36])([CH3:34])[CH3:35])([CH3:32])[CH3:31])[CH2:25][CH2:26]2)=[CH:15][CH:14]=3)=[C:7]2[C:3]=1[CH2:4][NH:5][C:6]2=[O:44])(=[O:56])=[O:55]. The catalyst class is: 4.